Dataset: Reaction yield outcomes from USPTO patents with 853,638 reactions. Task: Predict the reaction yield, written as a fraction of the theoretical maximum amount of product (1.0 means a 100% yield; for example, 0.34 means a 34% yield). (1) The reactants are Br.[NH2:2][C:3]1[C:4]([OH:18])=[C:5]([C:10]2[S:14][C:13]([C:15]([OH:17])=[O:16])=[CH:12][CH:11]=2)[CH:6]=[C:7]([CH3:9])[CH:8]=1.[N:19]([O-])=O.[Na+].[CH2:23]1[C:31]2[C:26](=[CH:27][C:28]([N:32]3[C:36](=[O:37])[CH2:35][C:34]([CH3:38])=[N:33]3)=[CH:29][CH:30]=2)[CH2:25][CH2:24]1.C(=O)(O)[O-].[Na+]. The catalyst is Cl.C(O)C. The product is [OH:18][C:4]1[C:3]([NH:2][N:19]=[C:35]2[C:36](=[O:37])[N:32]([C:28]3[CH:27]=[C:26]4[C:31](=[CH:30][CH:29]=3)[CH2:23][CH2:24][CH2:25]4)[N:33]=[C:34]2[CH3:38])=[CH:8][C:7]([CH3:9])=[CH:6][C:5]=1[C:10]1[S:14][C:13]([C:15]([OH:17])=[O:16])=[CH:12][CH:11]=1. The yield is 0.167. (2) The reactants are [C:1](Cl)(=[O:4])[CH:2]=[CH2:3].[Cl:6][C:7]1[C:8]([C:34]2[CH:35]=[N:36][N:37]3[CH:42]=[CH:41][CH:40]=[CH:39][C:38]=23)=[N:9][C:10]([NH:13][C:14]2[CH:15]=[C:16]([NH2:33])[C:17]([N:22]([CH3:32])[CH2:23][CH2:24][N:25]3[CH2:30][CH2:29][N:28]([CH3:31])[CH2:27][CH2:26]3)=[CH:18][C:19]=2[O:20][CH3:21])=[N:11][CH:12]=1. The catalyst is C(Cl)Cl. The product is [Cl:6][C:7]1[C:8]([C:34]2[CH:35]=[N:36][N:37]3[CH:42]=[CH:41][CH:40]=[CH:39][C:38]=23)=[N:9][C:10]([NH:13][C:14]2[C:19]([O:20][CH3:21])=[CH:18][C:17]([N:22]([CH3:32])[CH2:23][CH2:24][N:25]3[CH2:30][CH2:29][N:28]([CH3:31])[CH2:27][CH2:26]3)=[C:16]([NH:33][C:1](=[O:4])[CH:2]=[CH2:3])[CH:15]=2)=[N:11][CH:12]=1. The yield is 0.630.